Dataset: Forward reaction prediction with 1.9M reactions from USPTO patents (1976-2016). Task: Predict the product of the given reaction. (1) Given the reactants [Br:1]C1C=C(N)C=CN=1.[C:9]([O:13][C:14]([N:16]1[C:24]2[CH:23]=[C:22](Cl)[N:21]=[CH:20][C:19]=2[C:18]([CH3:27])([CH3:26])[CH2:17]1)=[O:15])([CH3:12])([CH3:11])[CH3:10].C(C)(C)C.BrC1C=C(N)C(I)=CN=1.BrC1C=C(NCC(C)=C)C(I)=CN=1.BrC1N=CC2C(C)(C)CNC=2C=1, predict the reaction product. The product is: [C:9]([O:13][C:14]([N:16]1[C:24]2[CH:23]=[C:22]([Br:1])[N:21]=[CH:20][C:19]=2[C:18]([CH3:27])([CH3:26])[CH2:17]1)=[O:15])([CH3:12])([CH3:11])[CH3:10]. (2) The product is: [C:8]([C:6]1[CH:5]=[CH:4][N:3]=[C:2]([NH:1][C:21]([NH:20][C:14]2[CH:15]=[CH:16][CH:17]=[C:18]([Cl:19])[C:13]=2[Cl:12])=[O:22])[CH:7]=1)([CH3:11])([CH3:10])[CH3:9]. Given the reactants [NH2:1][C:2]1[CH:7]=[C:6]([C:8]([CH3:11])([CH3:10])[CH3:9])[CH:5]=[CH:4][N:3]=1.[Cl:12][C:13]1[C:18]([Cl:19])=[CH:17][CH:16]=[CH:15][C:14]=1[N:20]=[C:21]=[O:22], predict the reaction product.